This data is from Reaction yield outcomes from USPTO patents with 853,638 reactions. The task is: Predict the reaction yield, written as a fraction of the theoretical maximum amount of product (1.0 means a 100% yield; for example, 0.34 means a 34% yield). (1) The reactants are Cl[C:2]([S:4]Cl)=[O:3].[C:6]1([CH3:13])[C:11]([OH:12])=[CH:10][CH:9]=[CH:8][CH:7]=1.C(N(CCCC)CCCC)CCC.[Cl-].[Al+3].[Cl-].[Cl-]. The catalyst is ClC(Cl)C.O. The product is [CH3:13][C:6]1[C:11]2[O:12][C:2](=[O:3])[S:4][C:10]=2[CH:9]=[CH:8][CH:7]=1. The yield is 0.530. (2) The reactants are [C:1]([N:8]1[CH2:15][CH:14]([OH:16])[CH2:13][C@H:9]1[C:10]([OH:12])=[O:11])([O:3][C:4]([CH3:7])([CH3:6])[CH3:5])=[O:2].CC([O-])(C)C.[K+].Cl[C:24]1[C:33]2[C:28](=[CH:29][C:30]([O:34][CH3:35])=[CH:31][CH:32]=2)[N:27]=[C:26]([C:36]2[CH:41]=[CH:40][CH:39]=[CH:38][N:37]=2)[CH:25]=1. The catalyst is CS(C)=O.O. The product is [C:4]([O:3][C:1]([N:8]1[CH2:15][CH:14]([O:16][C:24]2[C:33]3[C:28](=[CH:29][C:30]([O:34][CH3:35])=[CH:31][CH:32]=3)[N:27]=[C:26]([C:36]3[CH:41]=[CH:40][CH:39]=[CH:38][N:37]=3)[CH:25]=2)[CH2:13][CH:9]1[C:10]([OH:12])=[O:11])=[O:2])([CH3:7])([CH3:6])[CH3:5]. The yield is 0.500. (3) The reactants are [CH2:1]([O:3][C:4](=[O:31])[CH2:5][N:6]([CH2:17][C:18]([N:20]([N:22]1[CH2:30][C:29]2[C:24](=[CH:25][CH:26]=[CH:27][CH:28]=2)[CH2:23]1)[CH3:21])=[O:19])[C:7]1[CH:15]=[C:14]2[C:10]([CH:11]=[N:12][NH:13]2)=[CH:9][C:8]=1[CH3:16])[CH3:2].FC(F)(F)S(O[CH2:38][CH:39]([F:41])[F:40])(=O)=O. No catalyst specified. The product is [CH2:1]([O:3][C:4](=[O:31])[CH2:5][N:6]([C:7]1[CH:15]=[C:14]2[C:10]([CH:11]=[N:12][N:13]2[CH2:38][CH:39]([F:41])[F:40])=[CH:9][C:8]=1[CH3:16])[CH2:17][C:18]([N:20]([N:22]1[CH2:23][C:24]2[C:29](=[CH:28][CH:27]=[CH:26][CH:25]=2)[CH2:30]1)[CH3:21])=[O:19])[CH3:2]. The yield is 0.680. (4) The reactants are [CH2:1]([O:8][C:9]1[C:24]([O:25][CH3:26])=[CH:23][C:12]([CH2:13][C:14]2[C:22]3[C:17](=[N:18][CH:19]=[CH:20][CH:21]=3)[NH:16][CH:15]=2)=[C:11]([F:27])[CH:10]=1)[C:2]1[CH:7]=[CH:6][CH:5]=[CH:4][CH:3]=1.[H-].[Na+].[CH:30]([Si:33](Cl)([CH:37]([CH3:39])[CH3:38])[CH:34]([CH3:36])[CH3:35])([CH3:32])[CH3:31].O. The catalyst is CN(C)C=O. The product is [CH2:1]([O:8][C:9]1[C:24]([O:25][CH3:26])=[CH:23][C:12]([CH2:13][C:14]2[C:22]3[C:17](=[N:18][CH:19]=[CH:20][CH:21]=3)[N:16]([Si:33]([CH:37]([CH3:39])[CH3:38])([CH:34]([CH3:36])[CH3:35])[CH:30]([CH3:32])[CH3:31])[CH:15]=2)=[C:11]([F:27])[CH:10]=1)[C:2]1[CH:3]=[CH:4][CH:5]=[CH:6][CH:7]=1. The yield is 0.660. (5) The reactants are [CH3:1][C@@H:2]([OH:6])[C@H:3]([OH:5])[CH3:4].CC([O-])(C)C.[K+].[CH2:13](Br)[C:14]1[CH:19]=[CH:18][CH:17]=[CH:16][CH:15]=1. The catalyst is C1COCC1.C(OCC)(=O)C.[Cl-].[Na+]. The product is [CH2:13]([O:5][C@H:3]([CH3:4])[C@H:2]([OH:6])[CH3:1])[C:14]1[CH:19]=[CH:18][CH:17]=[CH:16][CH:15]=1. The yield is 0.430. (6) The reactants are [N+:1]([C:4]1[CH:12]=[C:11]2[C:7]([CH:8]=[CH:9][NH:10]2)=[CH:6][CH:5]=1)([O-:3])=[O:2].CCN(C(C)C)C(C)C.[C:22](Br)([CH3:25])([CH3:24])[CH3:23]. The catalyst is CCCC[N+](CCCC)(CCCC)CCCC.[I-].C1(C)C=CC=CC=1.[O-]S(C(F)(F)F)(=O)=O.[Zn+2].[O-]S(C(F)(F)F)(=O)=O. The product is [C:22]([C:8]1[C:7]2[C:11](=[CH:12][C:4]([N+:1]([O-:3])=[O:2])=[CH:5][CH:6]=2)[NH:10][CH:9]=1)([CH3:25])([CH3:24])[CH3:23]. The yield is 0.190. (7) The reactants are [C:1]([C:4]1[CH:13]=[C:12]([O:14][CH3:15])[C:11]2[C:6](=[CH:7][CH:8]=[CH:9][CH:10]=2)C=1O)(=O)[CH3:2].C[O:18]C1C=C(C=C(OC)C=1OC)C=O.N1CC[CH2:34][CH2:33][CH2:32]1.N1C=CC=CC=1. The catalyst is C(O)C. The product is [O:14]1[C:15]2[C:1](=[CH:2][CH:32]=[CH:33][CH:34]=2)[C:4](=[O:18])[CH2:13][CH:12]1[C:11]1[CH:10]=[CH:9][CH:8]=[CH:7][CH:6]=1. The yield is 0.450.